From a dataset of Forward reaction prediction with 1.9M reactions from USPTO patents (1976-2016). Predict the product of the given reaction. (1) Given the reactants [CH2:1]([O:8][C:9]1[CH:24]=[CH:23][CH:22]=[CH:21][C:10]=1[C:11]([C:13]1[CH:18]=[CH:17][CH:16]=[CH:15][C:14]=1[O:19][CH3:20])=O)[C:2]1[CH:7]=[CH:6][CH:5]=[CH:4][CH:3]=1.O.[NH2:26][NH2:27].O, predict the reaction product. The product is: [CH2:1]([O:8][C:9]1[CH:24]=[CH:23][CH:22]=[CH:21][C:10]=1[C:11](=[N:26][NH2:27])[C:13]1[CH:18]=[CH:17][CH:16]=[CH:15][C:14]=1[O:19][CH3:20])[C:2]1[CH:7]=[CH:6][CH:5]=[CH:4][CH:3]=1. (2) Given the reactants [C:1]1([C:7]2[S:11][C:10]([NH:12][C:13]([N:15]3C=CN=C3)=[S:14])=[N:9][N:8]=2)[CH:6]=[CH:5][CH:4]=[CH:3][CH:2]=1.C([O-])(=O)C.[NH4+], predict the reaction product. The product is: [C:1]1([C:7]2[S:11][C:10]([NH:12][C:13]([NH2:15])=[S:14])=[N:9][N:8]=2)[CH:2]=[CH:3][CH:4]=[CH:5][CH:6]=1. (3) Given the reactants N[C:2]1[C:15]2[C:14](=[O:16])[C:13]3[C:8](=[CH:9][CH:10]=[CH:11][CH:12]=3)[C:7](=[O:17])[C:6]=2[C:5](O)=[CH:4][C:3]=1Cl.CN1CCN(C)C1=O.C(=O)([O-])[O-].[K+].[K+].C(N(CCCCCCCC)C1C=C(O)C=CC=1)CCCCCCC, predict the reaction product. The product is: [CH:9]1[C:8]2[C:7](=[O:17])[C:6]3[C:15](=[CH:2][CH:3]=[CH:4][CH:5]=3)[C:14](=[O:16])[C:13]=2[CH:12]=[CH:11][CH:10]=1. (4) Given the reactants C(OC([N:8](C(OC(C)(C)C)=O)[C:9]1[C:10]([C:22]2[O:26][N:25]=[C:24]([C:27]3[CH:32]=[CH:31][C:30]([CH2:33][N:34]([CH:42]4[CH2:44][CH2:43]4)C(=O)OC(C)(C)C)=[CH:29][CH:28]=3)[CH:23]=2)=[N:11][C:12]([C:15]2[CH:20]=[CH:19][C:18](=[O:21])[NH:17][CH:16]=2)=[CH:13][N:14]=1)=O)(C)(C)C.C(O)(C(F)(F)F)=O, predict the reaction product. The product is: [NH2:8][C:9]1[N:14]=[CH:13][C:12]([C:15]2[CH:20]=[CH:19][C:18](=[O:21])[NH:17][CH:16]=2)=[N:11][C:10]=1[C:22]1[O:26][N:25]=[C:24]([C:27]2[CH:32]=[CH:31][C:30]([CH2:33][NH:34][CH:42]3[CH2:43][CH2:44]3)=[CH:29][CH:28]=2)[CH:23]=1. (5) The product is: [Cl:1][C:2]1[CH:7]=[C:6]([Cl:8])[CH:5]=[CH:4][C:3]=1[C:9]1[C:17]2[O:16][CH:15]([CH2:18][NH:19][C:30](=[O:31])[O:32][CH2:33][C:34]3[CH:39]=[CH:38][CH:37]=[CH:36][CH:35]=3)[CH2:14][C:13]=2[CH:12]=[CH:11][CH:10]=1. Given the reactants [Cl:1][C:2]1[CH:7]=[C:6]([Cl:8])[CH:5]=[CH:4][C:3]=1[C:9]1[C:17]2[O:16][CH:15]([CH2:18][NH2:19])[CH2:14][C:13]=2[CH:12]=[CH:11][CH:10]=1.C(N(C(C)C)CC)(C)C.Cl[C:30]([O:32][CH2:33][C:34]1[CH:39]=[CH:38][CH:37]=[CH:36][CH:35]=1)=[O:31], predict the reaction product.